This data is from Reaction yield outcomes from USPTO patents with 853,638 reactions. The task is: Predict the reaction yield, written as a fraction of the theoretical maximum amount of product (1.0 means a 100% yield; for example, 0.34 means a 34% yield). (1) The reactants are [CH:1]([CH:4]1[CH2:9][CH2:8][CH:7]([CH3:10])[CH2:6][CH:5]1[O:11][C:12]([CH:14]1[CH2:18][C:17](=[CH:19][C:20]2[CH:25]=[CH:24][CH:23]=[C:22]([F:26])[CH:21]=2)[CH2:16][N:15]1[C:27]([O:29][C:30]([CH3:33])([CH3:32])[CH3:31])=[O:28])=[O:13])([CH3:3])[CH3:2]. The catalyst is C(OCC)(=O)C.C1(C)C=CC=CC=1. The product is [CH:1]([CH:4]1[CH2:9][CH2:8][CH:7]([CH3:10])[CH2:6][CH:5]1[O:11][C:12]([CH:14]1[CH2:18][CH:17]([CH2:19][C:20]2[CH:25]=[CH:24][CH:23]=[C:22]([F:26])[CH:21]=2)[CH2:16][N:15]1[C:27]([O:29][C:30]([CH3:33])([CH3:31])[CH3:32])=[O:28])=[O:13])([CH3:3])[CH3:2]. The yield is 0.910. (2) The reactants are Br[CH2:2][C:3]1[CH:10]=[CH:9][C:8]([F:11])=[CH:7][C:4]=1[C:5]#[N:6].[C:12]1(=[O:22])[NH:16][C:15](=[O:17])[C:14]2=[CH:18][CH:19]=[CH:20][CH:21]=[C:13]12.C([O-])([O-])=O.[Cs+].[Cs+].C([O-])([O-])=O.[K+].[K+]. The catalyst is CN(C)C=O.O.CO.O. The product is [O:17]=[C:15]1[C:14]2[C:13](=[CH:21][CH:20]=[CH:19][CH:18]=2)[C:12](=[O:22])[N:16]1[CH2:2][C:3]1[CH:10]=[CH:9][C:8]([F:11])=[CH:7][C:4]=1[C:5]#[N:6]. The yield is 0.940.